Task: Predict the reactants needed to synthesize the given product.. Dataset: Full USPTO retrosynthesis dataset with 1.9M reactions from patents (1976-2016) (1) Given the product [ClH:1].[CH3:2][N:3]1[CH2:28][CH2:27][C:5]2([NH:9][CH:8]([C:10]3[CH:15]=[C:14]([C:16]4[CH:21]=[CH:20][CH:19]=[C:18]([O:22][C:23]([F:25])([F:26])[F:24])[CH:17]=4)[CH:13]=[CH:12][N:11]=3)[CH2:7][CH2:6]2)[C:4]1=[O:29], predict the reactants needed to synthesize it. The reactants are: [ClH:1].[CH3:2][N:3]1[CH2:28][CH2:27][C@:5]2([NH:9][C@@H:8]([C:10]3[CH:15]=[C:14]([C:16]4[CH:21]=[CH:20][CH:19]=[C:18]([O:22][C:23]([F:26])([F:25])[F:24])[CH:17]=4)[CH:13]=[CH:12][N:11]=3)[CH2:7][CH2:6]2)[C:4]1=[O:29].Cl. (2) Given the product [CH2:14]([N:11]1[CH2:10][CH2:9][N:8]([CH2:6][C:43]2[C:44](=[O:51])[N:45]([CH2:47][CH:48]([CH3:49])[CH3:50])[N:46]=[C:41]([C:38]3[CH:39]=[CH:40][C:35]([F:34])=[C:36]([CH3:58])[CH:37]=3)[CH:42]=2)[CH2:13][CH2:12]1)[C:19]1[CH:18]=[CH:21][CH:26]=[CH:25][CH:24]=1, predict the reactants needed to synthesize it. The reactants are: C(O[C:6]([N:8]1[CH2:13][CH2:12][N:11]([C:14]2C(=O)N(CC(C)C)N=[C:18]([C:21]3[CH:26]=[CH:25][C:24](C)=C(F)C=3)[C:19]=2C)[CH2:10][CH2:9]1)=O)(C)(C)C.[F:34][C:35]1[CH:40]=[CH:39][C:38]([C:41]2[C:42](C)=[C:43](OS(C)(=O)=O)[C:44](=[O:51])[N:45]([CH2:47][CH:48]([CH3:50])[CH3:49])[N:46]=2)=[CH:37][C:36]=1[CH3:58].C(N1CCNCC1)C1C=CC=CC=1. (3) Given the product [OH:23][C:20]([C:17]1[CH:16]=[CH:15][C:14]([C:13]([NH:12][C:4]2[CH:3]=[C:2]([O:25][C:26]3[CH:31]=[CH:30][CH:29]=[CH:28][CH:27]=3)[N:7]3[N:8]=[CH:9][CH:10]=[C:6]3[N:5]=2)=[O:24])=[CH:19][CH:18]=1)([CH3:21])[CH3:22], predict the reactants needed to synthesize it. The reactants are: Cl[C:2]1[N:7]2[N:8]=[C:9](C)[CH:10]=[C:6]2[N:5]=[C:4]([NH:12][C:13](=[O:24])[C:14]2[CH:19]=[CH:18][C:17]([C:20]([OH:23])([CH3:22])[CH3:21])=[CH:16][CH:15]=2)[CH:3]=1.[O-:25][C:26]1[CH:31]=[CH:30][CH:29]=[CH:28][CH:27]=1.[Na+]. (4) Given the product [S:18]1[C:19]2[CH:24]=[CH:23][CH:22]=[CH:21][C:20]=2[C:16]([NH:15][CH2:14][CH2:13][NH:12][C:10](=[O:11])[C@H:9]([C:25]2[CH:30]=[CH:29][CH:28]=[CH:27][CH:26]=2)[NH:8][S:44]([C:38]2[CH:43]=[CH:42][CH:41]=[CH:40][CH:39]=2)(=[O:46])=[O:45])=[N:17]1, predict the reactants needed to synthesize it. The reactants are: FC(F)(F)C(O)=O.[NH2:8][C@@H:9]([C:25]1[CH:30]=[CH:29][CH:28]=[CH:27][CH:26]=1)[C:10]([NH:12][CH2:13][CH2:14][NH:15][C:16]1[C:20]2[CH:21]=[CH:22][CH:23]=[CH:24][C:19]=2[S:18][N:17]=1)=[O:11].C(N(CC)CC)C.[C:38]1([S:44](Cl)(=[O:46])=[O:45])[CH:43]=[CH:42][CH:41]=[CH:40][CH:39]=1. (5) Given the product [CH2:20]([O:27][C:28]1[CH:29]=[CH:30][C:31]([CH2:34][C:56]([NH:54][C:53]2[CH:9]=[CH:8][CH:7]=[C:6]3[C:5]=2[CH:10]=[N:3][N:2]3[CH2:16][CH2:15][N:14]2[CH2:11][CH2:13][CH2:19][C@H:17]2[CH3:18])=[O:57])=[CH:32][CH:33]=1)[C:21]1[CH:22]=[CH:23][CH:24]=[CH:25][CH:26]=1, predict the reactants needed to synthesize it. The reactants are: O[N:2]1[C:6]2[CH:7]=[CH:8][CH:9]=[CH:10][C:5]=2N=[N:3]1.[CH:11]([N:14]([CH:17]([CH3:19])[CH3:18])[CH2:15][CH3:16])([CH3:13])C.[CH2:20]([O:27][C:28]1[CH:33]=[CH:32][C:31]([CH2:34]C(O)=O)=[CH:30][CH:29]=1)[C:21]1[CH:26]=[CH:25][CH:24]=[CH:23][CH:22]=1.C1CCC(N=C=NC2CCCCC2)CC1.[CH3:53][N:54]([CH:56]=[O:57])C. (6) Given the product [CH2:25]([C:18]1[NH:11][C:12]2=[N:13][NH:14][CH:15]=[C:16]2[CH:5]([C:4]2[CH:7]=[CH:8][CH:9]=[CH:10][C:3]=2[O:2][CH3:1])[C:19]=1[C:20]([O:22][CH2:23][CH3:24])=[O:21])[CH3:26], predict the reactants needed to synthesize it. The reactants are: [CH3:1][O:2][C:3]1[CH:10]=[CH:9][CH:8]=[CH:7][C:4]=1[CH:5]=O.[NH2:11][C:12]1[CH:16]=[CH:15][NH:14][N:13]=1.O=[C:18]([CH2:25][CH3:26])[CH2:19][C:20]([O:22][CH2:23][CH3:24])=[O:21].